This data is from Peptide-MHC class I binding affinity with 185,985 pairs from IEDB/IMGT. The task is: Regression. Given a peptide amino acid sequence and an MHC pseudo amino acid sequence, predict their binding affinity value. This is MHC class I binding data. (1) The peptide sequence is FTARIIIFS. The MHC is HLA-A29:02 with pseudo-sequence HLA-A29:02. The binding affinity (normalized) is 0.0847. (2) The peptide sequence is GIGGFINTK. The MHC is Mamu-B6601 with pseudo-sequence Mamu-B6601. The binding affinity (normalized) is 0.644. (3) The peptide sequence is KELRESSLL. The MHC is HLA-A02:01 with pseudo-sequence HLA-A02:01. The binding affinity (normalized) is 0.104.